This data is from Catalyst prediction with 721,799 reactions and 888 catalyst types from USPTO. The task is: Predict which catalyst facilitates the given reaction. (1) Reactant: Br[C:2]1[C:3]([NH:8][C:9](=[O:15])[O:10][C:11]([CH3:14])([CH3:13])[CH3:12])=[N:4][CH:5]=[CH:6][CH:7]=1.C([Li])CCC.[C:21]1([CH:27]2[CH2:32][CH2:31][C:30](=[O:33])[CH2:29][CH2:28]2)[CH:26]=[CH:25][CH:24]=[CH:23][CH:22]=1. Product: [C:11]([O:10][C:9](=[O:15])[NH:8][C:3]1[C:2]([C:30]2([OH:33])[CH2:29][CH2:28][CH:27]([C:21]3[CH:26]=[CH:25][CH:24]=[CH:23][CH:22]=3)[CH2:32][CH2:31]2)=[CH:7][CH:6]=[CH:5][N:4]=1)([CH3:14])([CH3:13])[CH3:12]. The catalyst class is: 1. (2) Reactant: [CH3:1][S:2][C:3]1[N:4]=[CH:5][C:6]2[C:15](=[O:16])[N:14]([C:17]3[CH:18]=[C:19]([CH:24]=[CH:25][CH:26]=3)[C:20]([NH:22][NH2:23])=[O:21])[CH2:13][C@H:12]3[N:8]([CH2:9][CH2:10][CH2:11]3)[C:7]=2[N:27]=1.[OH-].[K+].C(O)C.[C:33](=S)=[S:34]. Product: [SH:34][C:33]1[O:21][C:20]([C:19]2[CH:18]=[C:17]([N:14]3[CH2:13][C@H:12]4[N:8]([CH2:9][CH2:10][CH2:11]4)[C:7]4[N:27]=[C:3]([S:2][CH3:1])[N:4]=[CH:5][C:6]=4[C:15]3=[O:16])[CH:26]=[CH:25][CH:24]=2)=[N:22][N:23]=1. The catalyst class is: 8. (3) Reactant: [C:1]([Si:5]([CH3:24])([CH3:23])[O:6][C:7]1[CH:12]=[C:11]([C:13]([CH3:21])([CH3:20])[O:14][SiH2:15][C:16]([CH3:19])([CH3:18])[CH3:17])[CH:10]=[CH:9][C:8]=1[F:22])([CH3:4])([CH3:3])[CH3:2].[Li]C(CC)C.B(OC)(OC)[O:31]C.C(O)(=O)C.OO. Product: [C:1]([Si:5]([CH3:24])([CH3:23])[O:6][C:7]1[C:8]([F:22])=[C:9]([OH:31])[CH:10]=[C:11]([C:13]([CH3:21])([CH3:20])[O:14][SiH2:15][C:16]([CH3:19])([CH3:18])[CH3:17])[CH:12]=1)([CH3:4])([CH3:3])[CH3:2]. The catalyst class is: 1. (4) Reactant: [CH3:1][O:2][C:3]1[CH:4]=[C:5]2[C:9](=[CH:10][CH:11]=1)[N:8]([CH2:12][CH2:13][N:14]1[CH2:19][CH2:18][N:17]([CH3:20])[CH2:16][CH2:15]1)[C:7]([N:21]1[CH2:26][CH2:25][N:24]([CH3:27])[CH2:23][CH2:22]1)=[C:6]2[CH:28]=O.[CH3:30][NH:31][C:32]([NH:34][C:35]1[CH:36]=[CH:37][C:38]2[O:42][CH2:41][C:40](=[O:43])[C:39]=2[CH:44]=1)=[O:33]. Product: [CH3:1][O:2][C:3]1[CH:4]=[C:5]2[C:9](=[CH:10][CH:11]=1)[N:8]([CH2:12][CH2:13][N:14]1[CH2:19][CH2:18][N:17]([CH3:20])[CH2:16][CH2:15]1)[C:7]([N:21]1[CH2:22][CH2:23][N:24]([CH3:27])[CH2:25][CH2:26]1)=[C:6]2/[CH:28]=[C:41]1\[O:42][C:38]2[CH:37]=[CH:36][C:35]([NH:34][C:32]([NH:31][CH3:30])=[O:33])=[CH:44][C:39]=2[C:40]\1=[O:43]. The catalyst class is: 14.